From a dataset of NCI-60 drug combinations with 297,098 pairs across 59 cell lines. Regression. Given two drug SMILES strings and cell line genomic features, predict the synergy score measuring deviation from expected non-interaction effect. (1) Synergy scores: CSS=13.2, Synergy_ZIP=-1.37, Synergy_Bliss=2.65, Synergy_Loewe=3.00, Synergy_HSA=2.88. Cell line: ACHN. Drug 1: CC12CCC(CC1=CCC3C2CCC4(C3CC=C4C5=CN=CC=C5)C)O. Drug 2: C(=O)(N)NO. (2) Drug 1: COC1=CC(=CC(=C1O)OC)C2C3C(COC3=O)C(C4=CC5=C(C=C24)OCO5)OC6C(C(C7C(O6)COC(O7)C8=CC=CS8)O)O. Drug 2: C1=CC=C(C(=C1)C(C2=CC=C(C=C2)Cl)C(Cl)Cl)Cl. Cell line: HCT116. Synergy scores: CSS=53.2, Synergy_ZIP=0.817, Synergy_Bliss=2.35, Synergy_Loewe=-22.6, Synergy_HSA=4.11. (3) Drug 1: C1=CC(=CC=C1CC(C(=O)O)N)N(CCCl)CCCl.Cl. Drug 2: CN(CCCl)CCCl.Cl. Cell line: SK-OV-3. Synergy scores: CSS=5.15, Synergy_ZIP=-2.10, Synergy_Bliss=-1.77, Synergy_Loewe=-4.37, Synergy_HSA=-3.89. (4) Drug 1: CC1=CC=C(C=C1)C2=CC(=NN2C3=CC=C(C=C3)S(=O)(=O)N)C(F)(F)F. Drug 2: CCC(=C(C1=CC=CC=C1)C2=CC=C(C=C2)OCCN(C)C)C3=CC=CC=C3.C(C(=O)O)C(CC(=O)O)(C(=O)O)O. Cell line: SNB-75. Synergy scores: CSS=1.87, Synergy_ZIP=5.77, Synergy_Bliss=2.11, Synergy_Loewe=1.02, Synergy_HSA=1.26. (5) Drug 1: C1CC(CCC1OC2=C(C(=CC=C2)Cl)F)(CC3=NC(=CC=C3)NC4=NC=CS4)C(=O)O. Drug 2: CCC1=C2CN3C(=CC4=C(C3=O)COC(=O)C4(CC)O)C2=NC5=C1C=C(C=C5)O. Cell line: HCT116. Synergy scores: CSS=38.3, Synergy_ZIP=-1.26, Synergy_Bliss=-3.40, Synergy_Loewe=-24.1, Synergy_HSA=2.23. (6) Drug 1: CC1=C2C(C(=O)C3(C(CC4C(C3C(C(C2(C)C)(CC1OC(=O)C(C(C5=CC=CC=C5)NC(=O)OC(C)(C)C)O)O)OC(=O)C6=CC=CC=C6)(CO4)OC(=O)C)OC)C)OC. Drug 2: CN(CC1=CN=C2C(=N1)C(=NC(=N2)N)N)C3=CC=C(C=C3)C(=O)NC(CCC(=O)O)C(=O)O. Cell line: K-562. Synergy scores: CSS=46.0, Synergy_ZIP=-7.04, Synergy_Bliss=-10.5, Synergy_Loewe=-17.0, Synergy_HSA=-4.86. (7) Drug 1: CN1CCC(CC1)COC2=C(C=C3C(=C2)N=CN=C3NC4=C(C=C(C=C4)Br)F)OC. Drug 2: CC(C)NC(=O)C1=CC=C(C=C1)CNNC.Cl. Cell line: MDA-MB-435. Synergy scores: CSS=13.2, Synergy_ZIP=6.42, Synergy_Bliss=8.03, Synergy_Loewe=2.74, Synergy_HSA=3.92. (8) Drug 1: CN(CC1=CN=C2C(=N1)C(=NC(=N2)N)N)C3=CC=C(C=C3)C(=O)NC(CCC(=O)O)C(=O)O. Drug 2: CN1C(=O)N2C=NC(=C2N=N1)C(=O)N. Cell line: UO-31. Synergy scores: CSS=7.36, Synergy_ZIP=-1.62, Synergy_Bliss=-3.05, Synergy_Loewe=-5.45, Synergy_HSA=-5.09. (9) Drug 2: C1C(C(OC1N2C=NC3=C2NC=NCC3O)CO)O. Synergy scores: CSS=77.2, Synergy_ZIP=-2.16, Synergy_Bliss=-4.28, Synergy_Loewe=-6.09, Synergy_HSA=-5.45. Drug 1: CN(C(=O)NC(C=O)C(C(C(CO)O)O)O)N=O. Cell line: HCC-2998. (10) Drug 1: CN1C(=O)N2C=NC(=C2N=N1)C(=O)N. Cell line: HCT116. Drug 2: C1CC(CNC1)C2=CC=C(C=C2)N3C=C4C=CC=C(C4=N3)C(=O)N. Synergy scores: CSS=51.4, Synergy_ZIP=22.6, Synergy_Bliss=20.7, Synergy_Loewe=-19.5, Synergy_HSA=18.9.